Task: Predict the product of the given reaction.. Dataset: Forward reaction prediction with 1.9M reactions from USPTO patents (1976-2016) (1) The product is: [C:36]([CH2:35][O:3][C:4]1[CH:9]=[C:8]([O:10][CH3:11])[CH:7]=[CH:6][C:5]=1[CH:12]1[C:20]2[C:15](=[CH:16][CH:17]=[C:18]([O:21][CH2:22][CH2:23][CH3:24])[CH:19]=2)[CH:14]([C:25]2[CH:30]=[CH:29][C:28]3[O:31][CH2:32][O:33][C:27]=3[CH:26]=2)[CH2:13]1)([O:38][CH2:39][CH3:40])=[O:37]. Given the reactants [H-].[Na+].[OH:3][C:4]1[CH:9]=[C:8]([O:10][CH3:11])[CH:7]=[CH:6][C:5]=1[CH:12]1[C:20]2[C:15](=[CH:16][CH:17]=[C:18]([O:21][CH2:22][CH2:23][CH3:24])[CH:19]=2)[CH:14]([C:25]2[CH:30]=[CH:29][C:28]3[O:31][CH2:32][O:33][C:27]=3[CH:26]=2)[CH2:13]1.Br[CH2:35][C:36]([O:38][CH2:39][CH3:40])=[O:37], predict the reaction product. (2) Given the reactants [C:1]([NH:11][C@H:12]([C:17]([OH:19])=[O:18])[CH2:13][CH:14]([CH3:16])[CH3:15])([O:3][CH2:4][C:5]1[CH:10]=[CH:9][CH:8]=[CH:7][CH:6]=1)=[O:2].[CH3:20]I.[H-].[Na+], predict the reaction product. The product is: [CH3:20][N:11]([C:1]([O:3][CH2:4][C:5]1[CH:10]=[CH:9][CH:8]=[CH:7][CH:6]=1)=[O:2])[C@H:12]([C:17]([OH:19])=[O:18])[CH2:13][CH:14]([CH3:16])[CH3:15]. (3) Given the reactants [CH2:1]([C:3]1[CH:4]=[C:5]([CH:9]=[CH2:10])[CH:6]=[CH:7][CH:8]=1)[CH3:2].B#B.[Br:13]Br.C[O-].[Na+], predict the reaction product. The product is: [Br:13][CH2:10][CH2:9][C:5]1[CH:6]=[CH:7][CH:8]=[C:3]([CH2:1][CH3:2])[CH:4]=1. (4) Given the reactants [F:1][C:2]1[CH:17]=[CH:16][C:5]([CH2:6][C:7]2[N:12]=[C:11]([C:13]([OH:15])=O)[CH:10]=[CH:9][CH:8]=2)=[CH:4][CH:3]=1.[NH2:18][C@@H:19]([CH2:23][CH:24]([CH3:26])[CH3:25])[C:20]([NH2:22])=[O:21], predict the reaction product. The product is: [C:20]([C@@H:19]([NH:18][C:13]([C:11]1[CH:10]=[CH:9][CH:8]=[C:7]([CH2:6][C:5]2[CH:4]=[CH:3][C:2]([F:1])=[CH:17][CH:16]=2)[N:12]=1)=[O:15])[CH2:23][CH:24]([CH3:26])[CH3:25])(=[O:21])[NH2:22]. (5) Given the reactants CO[C:3]1[CH:4]=[C:5]2[C:10](=[CH:11][C:12]=1OC)N=CC=C2O[C:3]1[CH:12]=[CH:11][C:10](N)=[CH:5][CH:4]=1.[Cl:23]C(Cl)(OC(=O)OC(Cl)(Cl)Cl)Cl.[CH3:35][O:36][C:37]1[CH:38]=[C:39]2[C:44](=[CH:45][C:46]=1[O:47][CH3:48])[N:43]=[CH:42][CH:41]=[C:40]2[O:49][C:50]1[CH:55]=[CH:54][C:53]([NH:56][C:57]([NH:59][CH:60]2[CH2:65][CH2:64][NH:63][CH2:62][CH2:61]2)=[O:58])=[CH:52][CH:51]=1.C(=O)([O-])O.[Na+], predict the reaction product. The product is: [Cl:23][C:12]1[CH:11]=[CH:10][CH:5]=[CH:4][C:3]=1[CH2:62][N:63]1[CH2:64][CH2:65][CH:60]([NH:59][C:57]([NH:56][C:53]2[CH:54]=[CH:55][C:50]([O:49][C:40]3[C:39]4[C:44](=[CH:45][C:46]([O:47][CH3:48])=[C:37]([O:36][CH3:35])[CH:38]=4)[N:43]=[CH:42][CH:41]=3)=[CH:51][CH:52]=2)=[O:58])[CH2:61]1. (6) Given the reactants C1C=CC(P(C2C=CC=CC=2)C2C=CC=CC=2)=CC=1.[C:20]([Br:24])(Br)(Br)Br.OC[CH2:27][N:28]([C:33]1[CH:34]=[C:35]([CH:40]=[CH:41][C:42]=1[C:43]([F:46])([F:45])[F:44])[C:36]([O:38][CH3:39])=[O:37])[S:29]([CH3:32])(=[O:31])=[O:30], predict the reaction product. The product is: [Br:24][CH2:20][CH2:27][N:28]([C:33]1[CH:34]=[C:35]([CH:40]=[CH:41][C:42]=1[C:43]([F:45])([F:46])[F:44])[C:36]([O:38][CH3:39])=[O:37])[S:29]([CH3:32])(=[O:30])=[O:31]. (7) Given the reactants C[O:2][C:3]([C:5]1[S:6][C:7]([CH2:19][CH3:20])=[C:8]([B:10]2[O:14][C:13]([CH3:16])([CH3:15])[C:12]([CH3:18])([CH3:17])[O:11]2)[CH:9]=1)=[O:4].[OH-].[Na+], predict the reaction product. The product is: [CH2:19]([C:7]1[S:6][C:5]([C:3]([OH:4])=[O:2])=[CH:9][C:8]=1[B:10]1[O:14][C:13]([CH3:16])([CH3:15])[C:12]([CH3:17])([CH3:18])[O:11]1)[CH3:20].